This data is from Peptide-MHC class II binding affinity with 134,281 pairs from IEDB. The task is: Regression. Given a peptide amino acid sequence and an MHC pseudo amino acid sequence, predict their binding affinity value. This is MHC class II binding data. (1) The peptide sequence is ALEDDLLNRNNSFKP. The MHC is DRB5_0101 with pseudo-sequence DRB5_0101. The binding affinity (normalized) is 0.229. (2) The peptide sequence is QKLIEDINASFRAAM. The MHC is HLA-DPA10103-DPB10301 with pseudo-sequence HLA-DPA10103-DPB10301. The binding affinity (normalized) is 0.116. (3) The peptide sequence is GSHEVNGTWMIHTLE. The MHC is HLA-DQA10601-DQB10402 with pseudo-sequence HLA-DQA10601-DQB10402. The binding affinity (normalized) is 0.703. (4) The peptide sequence is GKNNSENLTLKHLNP. The MHC is DRB1_0101 with pseudo-sequence DRB1_0101. The binding affinity (normalized) is 0.135. (5) The peptide sequence is LAEGIVLASAALGPL. The MHC is HLA-DQA10201-DQB10303 with pseudo-sequence HLA-DQA10201-DQB10303. The binding affinity (normalized) is 0.671. (6) The peptide sequence is MSSKFPELGMNASHC. The MHC is DRB1_1101 with pseudo-sequence DRB1_1101. The binding affinity (normalized) is 0.0981. (7) The peptide sequence is DKLTIEAIENYFLD. The MHC is HLA-DPA10301-DPB10402 with pseudo-sequence HLA-DPA10301-DPB10402. The binding affinity (normalized) is 0.343. (8) The peptide sequence is TPDVSFFDSSFAPYL. The MHC is DRB1_1201 with pseudo-sequence DRB1_1201. The binding affinity (normalized) is 0.0903. (9) The peptide sequence is ASIAARGYISTRVGM. The MHC is DRB5_0101 with pseudo-sequence DRB5_0101. The binding affinity (normalized) is 0.377.